From a dataset of Full USPTO retrosynthesis dataset with 1.9M reactions from patents (1976-2016). Predict the reactants needed to synthesize the given product. (1) The reactants are: Br[C:2]1[CH:3]=[C:4]([CH2:9][N:10]([CH2:12][C:13]2[CH:14]=[C:15]([CH:40]=[CH:41][CH:42]=2)[C:16]([NH:18][CH2:19][C:20]2[C:21]([NH:33][CH:34]3[CH2:39][CH2:38][O:37][CH2:36][CH2:35]3)=[C:22]3[CH:30]=[N:29][N:28]([CH2:31][CH3:32])[C:23]3=[N:24][C:25]=2[CH2:26][CH3:27])=[O:17])[CH3:11])[CH:5]=[CH:6][C:7]=1[F:8].[CH3:43][C:44]([O:47][C:48]([N:50]1[CH2:55][CH2:54][N:53]([CH2:56][C:57]2[CH:58]=[C:59](B(O)O)[CH:60]=[CH:61][CH:62]=2)[CH2:52][CH2:51]1)=[O:49])([CH3:46])[CH3:45].C([O-])([O-])=O.[K+].[K+]. Given the product [CH2:31]([N:28]1[C:23]2=[N:24][C:25]([CH2:26][CH3:27])=[C:20]([CH2:19][NH:18][C:16]([C:15]3[CH:14]=[C:13]([CH2:12][N:10]([CH2:9][C:4]4[CH:5]=[CH:6][C:7]([F:8])=[C:2]([C:59]5[CH:60]=[CH:61][CH:62]=[C:57]([CH2:56][N:53]6[CH2:54][CH2:55][N:50]([C:48]([O:47][C:44]([CH3:46])([CH3:45])[CH3:43])=[O:49])[CH2:51][CH2:52]6)[CH:58]=5)[CH:3]=4)[CH3:11])[CH:42]=[CH:41][CH:40]=3)=[O:17])[C:21]([NH:33][CH:34]3[CH2:39][CH2:38][O:37][CH2:36][CH2:35]3)=[C:22]2[CH:30]=[N:29]1)[CH3:32], predict the reactants needed to synthesize it. (2) Given the product [CH3:18][NH:19][C:20]1[N:25]=[C:24]([NH:26][CH3:27])[N:23]=[C:22]([NH:1][CH3:2])[N:21]=1, predict the reactants needed to synthesize it. The reactants are: [N:1]1C(Cl)=NC(Cl)=N[C:2]=1Cl.CN.O.C(=O)([O-])O.[K+].[CH3:18][NH:19][C:20]1[N:25]=[C:24]([NH:26][CH3:27])[N:23]=[C:22](Cl)[N:21]=1. (3) Given the product [C:1]([C:3]1[C:4]([C:29]2[CH:30]=[CH:31][C:32]([O:35][C:40]3[CH:41]=[CH:42][C:37]([F:36])=[CH:38][CH:39]=3)=[CH:33][CH:34]=2)=[N:5][N:6]2[CH:11]([C:12]3[CH:17]=[CH:16][CH:15]=[CH:14][C:13]=3[NH:18][C:19](=[O:28])[O:20][CH2:21][C:22]3[CH:27]=[CH:26][CH:25]=[CH:24][CH:23]=3)[CH2:10][CH2:9][NH:8][C:7]=12)#[N:2], predict the reactants needed to synthesize it. The reactants are: [C:1]([C:3]1[C:4]([C:29]2[CH:34]=[CH:33][C:32]([OH:35])=[CH:31][CH:30]=2)=[N:5][N:6]2[CH:11]([C:12]3[CH:17]=[CH:16][CH:15]=[CH:14][C:13]=3[NH:18][C:19](=[O:28])[O:20][CH2:21][C:22]3[CH:27]=[CH:26][CH:25]=[CH:24][CH:23]=3)[CH2:10][CH2:9][NH:8][C:7]=12)#[N:2].[F:36][C:37]1[CH:42]=[CH:41][C:40](B(O)O)=[CH:39][CH:38]=1.CO. (4) Given the product [CH3:14][C:13]1[NH:15][CH:17]=[C:18]([C:9]2[CH:8]=[N:7][CH:6]=[CH:11][CH:10]=2)[N:16]=1, predict the reactants needed to synthesize it. The reactants are: Br.BrCC([C:6]1[CH:11]=[CH:10][CH:9]=[CH:8][N:7]=1)=O.Cl.[C:13]([NH2:16])(=[NH:15])[CH3:14].[CH3:17][C:18](C)([O-])C.[K+]. (5) Given the product [C:24]([C:23]1[CH:22]=[C:21]([CH:28]=[CH:27][CH:26]=1)[CH2:20][NH:10][CH2:9][CH2:8][C:7]([O:6][C:2]([CH3:5])([CH3:4])[CH3:3])=[O:11])#[N:25], predict the reactants needed to synthesize it. The reactants are: Cl.[C:2]([O:6][C:7](=[O:11])[CH2:8][CH2:9][NH2:10])([CH3:5])([CH3:4])[CH3:3].C(N(CC)CC)C.Br[CH2:20][C:21]1[CH:22]=[C:23]([CH:26]=[CH:27][CH:28]=1)[C:24]#[N:25]. (6) Given the product [CH3:9][CH:14]1[CH2:13][CH2:12][N:18]([CH2:4][CH2:5][CH2:6][N:7]2[C:15](=[O:16])[C:14]3[C:9](=[CH:10][CH:11]=[CH:12][CH:13]=3)[C:8]2=[O:17])[C:15]1=[O:16], predict the reactants needed to synthesize it. The reactants are: [H-].[Na+].Br[CH2:4][CH2:5][CH2:6][N:7]1[C:15](=[O:16])[C:14]2[C:9](=[CH:10][CH:11]=[CH:12][CH:13]=2)[C:8]1=[O:17].[NH4+:18].[Cl-]. (7) Given the product [C:17]1([S:14]([NH:13][C@@H:7]([CH2:8][CH2:9][C:10](=[O:11])[N:45]2[CH2:46][CH2:47][C:40]3([CH2:39][CH2:38][N:37]([CH2:36][C:30]4[CH:31]=[CH:32][CH:33]=[CH:34][CH:35]=4)[CH2:42][CH2:41]3)[CH2:43][CH2:44]2)[C:6]([O:5][C:1]([CH3:4])([CH3:3])[CH3:2])=[O:23])(=[O:15])=[O:16])[CH:22]=[CH:21][CH:20]=[CH:19][CH:18]=1, predict the reactants needed to synthesize it. The reactants are: [C:1]([O:5][C:6](=[O:23])[C@@H:7]([NH:13][S:14]([C:17]1[CH:22]=[CH:21][CH:20]=[CH:19][CH:18]=1)(=[O:16])=[O:15])[CH2:8][CH2:9][C:10](O)=[O:11])([CH3:4])([CH3:3])[CH3:2].ClC(OCC)=O.[C:30]1([CH2:36][N:37]2[CH2:42][CH2:41][C:40]3([CH2:47][CH2:46][NH:45][CH2:44][CH2:43]3)[CH2:39][CH2:38]2)[CH:35]=[CH:34][CH:33]=[CH:32][CH:31]=1.O. (8) Given the product [CH2:1]([O:8][C:9]1[CH:14]=[CH:13][C:12]([F:15])=[CH:11][C:10]=1[C:16]1([NH:19][C:21]2[C:22](=[O:40])[N:23]([C:28]3[CH:29]=[C:30]([CH:35]=[C:36]([F:39])[C:37]=3[CH3:38])[C:31]([O:33][CH3:34])=[O:32])[CH:24]=[C:25]([Br:27])[N:26]=2)[CH2:18][CH2:17]1)[C:2]1[CH:3]=[CH:4][CH:5]=[CH:6][CH:7]=1, predict the reactants needed to synthesize it. The reactants are: [CH2:1]([O:8][C:9]1[CH:14]=[CH:13][C:12]([F:15])=[CH:11][C:10]=1[C:16]1([NH2:19])[CH2:18][CH2:17]1)[C:2]1[CH:7]=[CH:6][CH:5]=[CH:4][CH:3]=1.Br[C:21]1[C:22](=[O:40])[N:23]([C:28]2[CH:29]=[C:30]([CH:35]=[C:36]([F:39])[C:37]=2[CH3:38])[C:31]([O:33][CH3:34])=[O:32])[CH:24]=[C:25]([Br:27])[N:26]=1. (9) Given the product [OH:23][C@@H:24]([CH2:28][NH:29][C:3]([C:5]1[N:6]=[CH:7][C:8]2[C:13]([C:14]=1[OH:15])=[CH:12][CH:11]=[C:10]([O:16][C:17]1[CH:18]=[CH:19][CH:20]=[CH:21][CH:22]=1)[CH:9]=2)=[O:4])[C:25]([OH:27])=[O:26], predict the reactants needed to synthesize it. The reactants are: CO[C:3]([C:5]1[N:6]=[CH:7][C:8]2[C:13]([C:14]=1[OH:15])=[CH:12][CH:11]=[C:10]([O:16][C:17]1[CH:22]=[CH:21][CH:20]=[CH:19][CH:18]=1)[CH:9]=2)=[O:4].[OH:23][C@@H:24]([CH2:28][NH2:29])[C:25]([OH:27])=[O:26].CO. (10) Given the product [NH2:31][S:28]([C:25]1[CH:24]=[CH:23][C:22]([CH2:21][NH:20][CH2:15][C:11]2[C:10]([O:17][CH3:18])=[CH:9][CH:8]=[C:7]3[C:12]=2[CH:13]=[CH:14][C:5]([C:3]([OH:2])=[O:4])=[CH:6]3)=[CH:27][CH:26]=1)(=[O:29])=[O:30], predict the reactants needed to synthesize it. The reactants are: C[O:2][C:3]([C:5]1[CH:14]=[CH:13][C:12]2[C:7](=[CH:8][CH:9]=[C:10]([O:17][CH3:18])[C:11]=2[CH:15]=O)[CH:6]=1)=[O:4].Cl.[NH2:20][CH2:21][C:22]1[CH:27]=[CH:26][C:25]([S:28]([NH2:31])(=[O:30])=[O:29])=[CH:24][CH:23]=1.